From a dataset of Full USPTO retrosynthesis dataset with 1.9M reactions from patents (1976-2016). Predict the reactants needed to synthesize the given product. (1) The reactants are: C(N(C(C)C)CC)(C)C.[CH3:10][O:11][C:12]1[CH:13]=[C:14]2[C:19](=[CH:20][C:21]=1[O:22][CH3:23])[N:18]=[CH:17][N:16]=[C:15]2[O:24][C:25]1[CH:26]=[N:27][N:28]([CH2:30][C:31](O)=[O:32])[CH:29]=1.[CH2:34]1[O:43][C:42]2[CH:41]=[CH:40][C:38]([NH2:39])=[CH:37][C:36]=2[O:35]1.CN(C=O)C. Given the product [CH2:34]1[O:43][C:42]2[CH:41]=[CH:40][C:38]([NH:39][C:31](=[O:32])[CH2:30][N:28]3[CH:29]=[C:25]([O:24][C:15]4[C:14]5[C:19](=[CH:20][C:21]([O:22][CH3:23])=[C:12]([O:11][CH3:10])[CH:13]=5)[N:18]=[CH:17][N:16]=4)[CH:26]=[N:27]3)=[CH:37][C:36]=2[O:35]1, predict the reactants needed to synthesize it. (2) Given the product [NH2:6][C:7]1[N:12]=[C:11]([S:13][CH2:14][CH3:15])[N:10]([C:16]2[CH:17]=[CH:18][C:19]([O:22][CH2:23][C:24]([F:26])([F:27])[F:25])=[CH:20][CH:21]=2)[C:9](=[O:28])[CH:8]=1, predict the reactants needed to synthesize it. The reactants are: COC1C=C(OC)C=CC=1C[N:6](CC1C=CC(OC)=CC=1OC)[C:7]1[N:12]=[C:11]([S:13][CH2:14][CH3:15])[N:10]([C:16]2[CH:21]=[CH:20][C:19]([O:22][CH2:23][C:24]([F:27])([F:26])[F:25])=[CH:18][CH:17]=2)[C:9](=[O:28])[CH:8]=1.C1(OC)C=CC=CC=1.FC(F)(F)C(O)=O.